This data is from PAMPA (Parallel Artificial Membrane Permeability Assay) permeability data from NCATS. The task is: Regression/Classification. Given a drug SMILES string, predict its absorption, distribution, metabolism, or excretion properties. Task type varies by dataset: regression for continuous measurements (e.g., permeability, clearance, half-life) or binary classification for categorical outcomes (e.g., BBB penetration, CYP inhibition). Dataset: pampa_ncats. The molecule is CC(=O)NC1=CC=C(C=C1)C(=O)NC2=CC=CC=C2N. The result is 0 (low-to-moderate permeability).